Dataset: Full USPTO retrosynthesis dataset with 1.9M reactions from patents (1976-2016). Task: Predict the reactants needed to synthesize the given product. (1) Given the product [C:4]1([CH2:10][CH2:11][CH2:12][CH2:13][CH2:14][NH2:15])[CH:9]=[CH:8][CH:7]=[CH:6][CH:5]=1, predict the reactants needed to synthesize it. The reactants are: O.NN.[C:4]1([CH2:10][CH2:11][CH2:12][CH2:13][CH2:14][N:15]2C(=O)C3C(=CC=CC=3)C2=O)[CH:9]=[CH:8][CH:7]=[CH:6][CH:5]=1. (2) Given the product [CH2:1]([N:8]1[C:16]2[CH:15]=[C:14]([NH:33][C:31]3[CH:30]=[CH:29][N:28]=[C:27]([N:24]4[CH2:23][CH2:22][CH:21]([O:20][CH3:19])[CH2:26][CH2:25]4)[N:32]=3)[N:13]=[CH:12][C:11]=2[N:10]=[C:9]1[CH3:18])[C:2]1[CH:7]=[CH:6][CH:5]=[CH:4][CH:3]=1, predict the reactants needed to synthesize it. The reactants are: [CH2:1]([N:8]1[C:16]2[CH:15]=[C:14](Cl)[N:13]=[CH:12][C:11]=2[N:10]=[C:9]1[CH3:18])[C:2]1[CH:7]=[CH:6][CH:5]=[CH:4][CH:3]=1.[CH3:19][O:20][CH:21]1[CH2:26][CH2:25][N:24]([C:27]2[N:32]=[C:31]([NH2:33])[CH:30]=[CH:29][N:28]=2)[CH2:23][CH2:22]1.C1(P(C2CCCCC2)C2C(OC)=CC=C(OC)C=2C2C(C(C)C)=CC(C(C)C)=CC=2C(C)C)CCCCC1.C(=O)([O-])[O-].[Cs+].[Cs+]. (3) Given the product [O:16]=[C:7]1[C:8]2[C:13](=[CH:12][CH:11]=[CH:10][CH:9]=2)[C:14](=[O:15])[N:6]1[C:3]([CH3:5])([CH3:4])[CH:2]=[O:1], predict the reactants needed to synthesize it. The reactants are: [OH:1][CH2:2][C:3]([N:6]1[C:14](=[O:15])[C:13]2[C:8](=[CH:9][CH:10]=[CH:11][CH:12]=2)[C:7]1=[O:16])([CH3:5])[CH3:4].CC(OI1(OC(C)=O)(OC(C)=O)OC(=O)C2C=CC=CC1=2)=O. (4) Given the product [F:43][CH:4]([F:3])[O:5][C:6]1[CH:11]=[CH:10][CH:9]=[CH:8][C:7]=1[CH2:12][C:13]1[N:17]2[CH:18]=[C:19]([C:23]3[CH:24]=[N:25][C:26]([N:29]4[CH2:30][CH2:31][C:32]([CH2:40][OH:41])([C:35]([O-:37])=[O:36])[CH2:33][CH2:34]4)=[N:27][CH:28]=3)[C:20]([F:22])=[CH:21][C:16]2=[N:15][C:14]=1[CH3:42].[Na+:2], predict the reactants needed to synthesize it. The reactants are: [OH-].[Na+:2].[F:3][CH:4]([F:43])[O:5][C:6]1[CH:11]=[CH:10][CH:9]=[CH:8][C:7]=1[CH2:12][C:13]1[N:17]2[CH:18]=[C:19]([C:23]3[CH:24]=[N:25][C:26]([N:29]4[CH2:34][CH2:33][C:32]([CH2:40][OH:41])([C:35]([O:37]CC)=[O:36])[CH2:31][CH2:30]4)=[N:27][CH:28]=3)[C:20]([F:22])=[CH:21][C:16]2=[N:15][C:14]=1[CH3:42]. (5) Given the product [CH3:1][C:2]1[NH:3][CH:4]=[N:5][C:6]=1[CH2:7][C:9]1[CH:10]=[CH:11][CH:12]=[C:13]2[C:18]=1[N:17]=[CH:16][CH:15]=[CH:14]2, predict the reactants needed to synthesize it. The reactants are: [CH3:1][C:2]1[N:3]=[CH:4][N:5](C(C2C=CC=CC=2)(C2C=CC=CC=2)C2C=CC=CC=2)[C:6]=1[CH:7]([C:9]1[CH:10]=[CH:11][CH:12]=[C:13]2[C:18]=1[N:17]=[CH:16][CH:15]=[CH:14]2)O.[OH-].[Na+]. (6) Given the product [F:21][C:11]1[CH:12]=[N:13][C:14]2[CH:15]=[CH:16][C:17](=[O:20])[N:18]3[C@H:7]([CH2:6][N:22]4[CH2:26][CH2:25][C@@H:24]([CH2:27][NH:28][C:29](=[O:35])[O:30][C:31]([CH3:33])([CH3:32])[CH3:34])[CH2:23]4)[CH2:8][O:9][C:10]=1[C:19]=23, predict the reactants needed to synthesize it. The reactants are: CS(O[CH2:6][C@H:7]1[N:18]2[C:19]3[C:10](=[C:11]([F:21])[CH:12]=[N:13][C:14]=3[CH:15]=[CH:16][C:17]2=[O:20])[O:9][CH2:8]1)(=O)=O.[NH:22]1[CH2:26][CH2:25][C@@H:24]([CH2:27][NH:28][C:29](=[O:35])[O:30][C:31]([CH3:34])([CH3:33])[CH3:32])[CH2:23]1. (7) Given the product [N:19]1([C:16]2[CH:15]=[CH:14][C:13]3[NH:12][CH:11]=[C:10]4[C:25](=[O:26])[N:7]([C:1]5[CH:6]=[CH:5][CH:4]=[CH:3][CH:2]=5)[N:8]=[C:9]4[C:18]=3[N:17]=2)[CH2:20][CH2:21][O:30][CH2:23][CH2:24]1, predict the reactants needed to synthesize it. The reactants are: [C:1]1([N:7]2[C:25](=[O:26])[C:10]3=[CH:11][NH:12][C:13]4[CH:14]=[CH:15][C:16]([N:19]5[CH2:24][CH2:23]N[CH2:21][CH2:20]5)=[N:17][C:18]=4[C:9]3=[N:8]2)[CH:6]=[CH:5][CH:4]=[CH:3][CH:2]=1.N1CC[O:30]CC1.